Dataset: Forward reaction prediction with 1.9M reactions from USPTO patents (1976-2016). Task: Predict the product of the given reaction. (1) Given the reactants C([Sn](CCCC)(CCCC)[C:6]([O:8]CC)=[CH2:7])CCC.Br[C:20]1[CH:25]=[CH:24][C:23]([C:26]2[CH:31]=[CH:30][CH:29]=[CH:28][CH:27]=2)=[C:22]([CH2:32][NH:33][CH2:34][C@@H:35]([OH:50])[C@@H:36]([NH:46][C:47](=[O:49])[CH3:48])[CH2:37][C:38]2[CH:43]=[C:42]([F:44])[CH:41]=[C:40]([F:45])[CH:39]=2)[CH:21]=1.[ClH:51], predict the reaction product. The product is: [ClH:51].[C:6]([C:20]1[CH:25]=[CH:24][C:23]([C:26]2[CH:31]=[CH:30][CH:29]=[CH:28][CH:27]=2)=[C:22]([CH2:32][NH:33][CH2:34][C@@H:35]([OH:50])[C@@H:36]([NH:46][C:47](=[O:49])[CH3:48])[CH2:37][C:38]2[CH:43]=[C:42]([F:44])[CH:41]=[C:40]([F:45])[CH:39]=2)[CH:21]=1)(=[O:8])[CH3:7]. (2) The product is: [NH2:24][C:8]1[N:7]=[C:6]([O:5][CH2:1][CH2:2][CH2:3][CH3:4])[N:14]=[C:13]2[C:9]=1[NH:10][C:11](=[O:22])[N:12]2[CH2:15][CH:16]1[CH2:17][CH2:18][O:19][CH2:20][CH2:21]1. Given the reactants [CH2:1]([O:5][C:6]1[N:14]=[C:13]2[C:9]([N:10]=[C:11]([O:22]C)[N:12]2[CH2:15][CH:16]2[CH2:21][CH2:20][O:19][CH2:18][CH2:17]2)=[C:8]([NH2:24])[N:7]=1)[CH2:2][CH2:3][CH3:4].Cl.[OH-].[Na+], predict the reaction product. (3) Given the reactants NC1C=C(S(N[C@H]2CC[C@H](C(OC)=O)CC2)(=O)=O)C=CC=1Cl.[N+:23]([C:26]1[CH:27]=[C:28]([S:33]([NH:36][C@H:37]2[CH2:42][CH2:41][C@H:40]([C:43]([O:45][CH3:46])=[O:44])[CH2:39][CH2:38]2)(=[O:35])=[O:34])[CH:29]=[CH:30][C:31]=1[CH3:32])([O-])=O, predict the reaction product. The product is: [NH2:23][C:26]1[CH:27]=[C:28]([S:33]([NH:36][C@H:37]2[CH2:38][CH2:39][C@H:40]([C:43]([O:45][CH3:46])=[O:44])[CH2:41][CH2:42]2)(=[O:35])=[O:34])[CH:29]=[CH:30][C:31]=1[CH3:32]. (4) The product is: [N:14]([CH2:2][C:3]([N:6]1[CH:10]=[C:9]([N+:11]([O-:13])=[O:12])[CH:8]=[N:7]1)([CH3:5])[CH3:4])=[N+:15]=[N-:16]. Given the reactants I[CH2:2][C:3]([N:6]1[CH:10]=[C:9]([N+:11]([O-:13])=[O:12])[CH:8]=[N:7]1)([CH3:5])[CH3:4].[N-:14]=[N+:15]=[N-:16].[Na+].O, predict the reaction product.